Dataset: Reaction yield outcomes from USPTO patents with 853,638 reactions. Task: Predict the reaction yield, written as a fraction of the theoretical maximum amount of product (1.0 means a 100% yield; for example, 0.34 means a 34% yield). (1) The reactants are [OH:1][C:2]1[CH:9]=[CH:8][C:7]([N+:10]([O-:12])=[O:11])=[CH:6][C:3]=1[CH:4]=O.[N+:13]([C:16]1[CH:21]=[CH:20][C:19]([CH2:22][C:23](O)=[O:24])=[CH:18][CH:17]=1)([O-:15])=[O:14].C(OC(=O)C)(=O)C.[H-].[Na+]. The catalyst is C(O)(=O)C.O. The product is [N+:10]([C:7]1[CH:6]=[C:3]2[C:2](=[CH:9][CH:8]=1)[O:1][C:23](=[O:24])[C:22]([C:19]1[CH:18]=[CH:17][C:16]([N+:13]([O-:15])=[O:14])=[CH:21][CH:20]=1)=[CH:4]2)([O-:12])=[O:11]. The yield is 0.700. (2) The yield is 0.310. The reactants are CC1(C)C2C(=C(P(C3C=CC=CC=3)C3C=CC=CC=3)C=CC=2)OC2C(P(C3C=CC=CC=3)C3C=CC=CC=3)=CC=CC1=2.Cl[C:44]1[C:45]2[C@H:52]([CH3:53])[CH2:51][CH2:50][C:46]=2[N:47]=[CH:48][N:49]=1.[CH2:54]([N:61]1[CH2:66][CH2:65][C:64]2([C:74]3[C:69](=[CH:70][CH:71]=[CH:72][C:73]=3[CH:75]([OH:77])[CH3:76])[NH:68][CH2:67]2)[CH2:63][CH2:62]1)[C:55]1[CH:60]=[CH:59][CH:58]=[CH:57][CH:56]=1.C([O-])([O-])=O.[Cs+].[Cs+]. The product is [CH2:54]([N:61]1[CH2:66][CH2:65][C:64]2([C:74]3[C:69](=[CH:70][CH:71]=[CH:72][C:73]=3[CH:75]([OH:77])[CH3:76])[N:68]([C:44]3[C:45]4[C@H:52]([CH3:53])[CH2:51][CH2:50][C:46]=4[N:47]=[CH:48][N:49]=3)[CH2:67]2)[CH2:63][CH2:62]1)[C:55]1[CH:60]=[CH:59][CH:58]=[CH:57][CH:56]=1. The catalyst is CC([O-])=O.CC([O-])=O.[Pd+2].C1(C)C=CC=CC=1. (3) The reactants are [NH:1]1[CH2:6][CH2:5][O:4][CH2:3][CH2:2]1.[C:7]1([C:17]2[CH:22]=[CH:21][CH:20]=[CH:19][CH:18]=2)[CH:12]=[CH:11][C:10]([C:13](=[O:16])[CH2:14]Br)=[CH:9][CH:8]=1.C(N(CC)CC)C.O. The catalyst is CCOCC. The product is [C:7]1([C:17]2[CH:18]=[CH:19][CH:20]=[CH:21][CH:22]=2)[CH:8]=[CH:9][C:10]([C:13](=[O:16])[CH2:14][N:1]2[CH2:6][CH2:5][O:4][CH2:3][CH2:2]2)=[CH:11][CH:12]=1. The yield is 0.930. (4) The reactants are [F:1][C:2]1[C:7]2[NH:8][CH:9]=[N:10][C:6]=2[CH:5]=[C:4]([C:11]([OH:13])=O)[C:3]=1[NH:14][C:15]1[CH:20]=[CH:19][C:18]([Br:21])=[CH:17][C:16]=1[CH3:22].CCN(C(C)C)C(C)C.C1CN([P+](ON2N=NC3C=[CH:53][CH:54]=[CH:55][C:50]2=3)(N2CCCC2)N2CCCC2)CC1.F[P-](F)(F)(F)(F)F.Cl.C1([N:69](C)[OH:70])CC1. The yield is 0.450. The product is [CH:54]1([CH2:53][O:70][NH:69][C:11]([C:4]2[C:3]([NH:14][C:15]3[CH:20]=[CH:19][C:18]([Br:21])=[CH:17][C:16]=3[CH3:22])=[C:2]([F:1])[C:7]3[NH:8][CH:9]=[N:10][C:6]=3[CH:5]=2)=[O:13])[CH2:55][CH2:50]1. The catalyst is C1COCC1.C(Cl)Cl. (5) The reactants are [CH2:1]1[C:13]2[C:12]3[CH:11]=[C:10]([C:14]([O:16][CH3:17])=[O:15])[CH:9]=[CH:8][C:7]=3[NH:6][C:5]=2[CH2:4][CH2:3][N:2]1[C:18](OC(C)(C)C)=O.C(=O)[C:26]1[CH:31]=[CH:30][CH:29]=[CH:28][CH:27]=1.C(O[BH-](OC(=O)C)OC(=O)C)(=O)C.[Na+].C(=O)(O)[O-].[Na+]. The catalyst is C(Cl)Cl.C(O)(C(F)(F)F)=O. The product is [CH2:18]([N:2]1[CH2:3][CH2:4][C:5]2[NH:6][C:7]3[CH:8]=[CH:9][C:10]([C:14]([O:16][CH3:17])=[O:15])=[CH:11][C:12]=3[C:13]=2[CH2:1]1)[C:26]1[CH:31]=[CH:30][CH:29]=[CH:28][CH:27]=1. The yield is 0.660. (6) The reactants are [NH2:1][C:2]1[CH:7]=[CH:6][C:5]([CH:8]([CH2:17][CH:18]2[CH2:22][CH2:21][CH2:20][CH2:19]2)[C:9]([NH:11][C:12]2[S:13][CH:14]=[CH:15][N:16]=2)=[O:10])=[CH:4][CH:3]=1.[CH3:23][S:24](Cl)(=[O:26])=[O:25]. The catalyst is N1C=CC=CC=1. The product is [CH:18]1([CH2:17][CH:8]([C:5]2[CH:4]=[CH:3][C:2]([NH:1][S:24]([CH3:23])(=[O:26])=[O:25])=[CH:7][CH:6]=2)[C:9]([NH:11][C:12]2[S:13][CH:14]=[CH:15][N:16]=2)=[O:10])[CH2:22][CH2:21][CH2:20][CH2:19]1. The yield is 0.499.